This data is from Full USPTO retrosynthesis dataset with 1.9M reactions from patents (1976-2016). The task is: Predict the reactants needed to synthesize the given product. Given the product [C:18]([O:17][C:16]([N:15]([CH2:14][CH:13]1[CH2:12][CH2:11][N:10]([C:38]2[O:39][C:40]3[CH:46]=[CH:45][C:44]([C:47]([O:49][CH3:50])=[O:48])=[CH:43][C:41]=3[N:42]=2)[CH2:9][CH:8]1[C:4]1[CH:5]=[CH:6][CH:7]=[C:2]([F:1])[CH:3]=1)[C@@H:23]([C:25]1[C:34]2[C:29](=[CH:30][CH:31]=[CH:32][CH:33]=2)[CH:28]=[CH:27][CH:26]=1)[CH3:24])=[O:22])([CH3:19])([CH3:21])[CH3:20], predict the reactants needed to synthesize it. The reactants are: [F:1][C:2]1[CH:3]=[C:4]([CH:8]2[CH:13]([CH2:14][N:15]([C@@H:23]([C:25]3[C:34]4[C:29](=[CH:30][CH:31]=[CH:32][CH:33]=4)[CH:28]=[CH:27][CH:26]=3)[CH3:24])[C:16](=[O:22])[O:17][C:18]([CH3:21])([CH3:20])[CH3:19])[CH2:12][CH2:11][NH:10][CH2:9]2)[CH:5]=[CH:6][CH:7]=1.[H-].[Na+].Cl[C:38]1[O:39][C:40]2[CH:46]=[CH:45][C:44]([C:47]([O:49][CH3:50])=[O:48])=[CH:43][C:41]=2[N:42]=1.O.